Dataset: Reaction yield outcomes from USPTO patents with 853,638 reactions. Task: Predict the reaction yield, written as a fraction of the theoretical maximum amount of product (1.0 means a 100% yield; for example, 0.34 means a 34% yield). (1) The product is [CH:8]1([NH:11][C:12]([N:14]2[C:22]3[C:17](=[CH:18][C:19]([O:23][C:24]4[CH:29]=[CH:28][N:27]=[C:26]([NH:30][C:31]([N:5]5[CH2:6][CH2:7][CH:2]([OH:1])[CH2:3][CH2:4]5)=[O:39])[CH:25]=4)=[CH:20][CH:21]=3)[CH:16]=[CH:15]2)=[O:13])[CH2:10][CH2:9]1. The reactants are [OH:1][CH:2]1[CH2:7][CH2:6][NH:5][CH2:4][CH2:3]1.[CH:8]1([NH:11][C:12]([N:14]2[C:22]3[C:17](=[CH:18][C:19]([O:23][C:24]4[CH:29]=[CH:28][N:27]=[C:26]([N:30](C(OC5C=CC=CC=5)=O)[C:31](=[O:39])OC5C=CC=CC=5)[CH:25]=4)=[CH:20][CH:21]=3)[CH:16]=[CH:15]2)=[O:13])[CH2:10][CH2:9]1.C1(NC(N2C3C(=CC(OC4C=CN=C(NC(N5CCC(N6CCCC6)CC5)=O)C=4)=CC=3)C=C2)=O)CC1. The yield is 0.390. The catalyst is CN(C)C=O. (2) The reactants are [F-].[Cs+].[CH3:3][C:4]1[CH:5]=[C:6]([CH:11]=[CH:12][C:13]=1[CH:14]1[C:23]2[C:22]([C:24]3[CH:29]=[CH:28][CH:27]=[CH:26][N:25]=3)=[N:21][N:20]([CH3:30])[C:19]=2[CH2:18][C:17](=[O:31])[CH2:16][CH2:15]1)[C:7]([O:9][CH3:10])=[O:8].[F:32][C:33]([Si](C)(C)C)([F:35])[F:34].[F-].C([N+](CCCC)(CCCC)CCCC)CCC.C1COCC1. The catalyst is COCCOC. The product is [OH:31][C@:17]1([C:33]([F:35])([F:34])[F:32])[CH2:18][C:19]2[N:20]([CH3:30])[N:21]=[C:22]([C:24]3[CH:29]=[CH:28][CH:27]=[CH:26][N:25]=3)[C:23]=2[C@@H:14]([C:13]2[CH:12]=[CH:11][C:6]([C:7]([O:9][CH3:10])=[O:8])=[CH:5][C:4]=2[CH3:3])[CH2:15][CH2:16]1. The yield is 0.0800. (3) The reactants are [N:1]1[C:2]([C:15]2[N:19]([CH:20]([CH3:22])[CH3:21])[N:18]=[C:17]([CH:23]=O)[N:16]=2)=[CH:3][N:4]2[C:10]=1[C:9]1[CH:11]=[CH:12][CH:13]=[CH:14][C:8]=1[O:7][CH2:6][CH2:5]2.Cl.[CH3:26][NH:27][CH3:28].C(O[BH-](OC(=O)C)OC(=O)C)(=O)C.[Na+]. The catalyst is C(O)(=O)C.C1COCC1.C(Cl)Cl. The product is [N:1]1[C:2]([C:15]2[N:19]([CH:20]([CH3:21])[CH3:22])[N:18]=[C:17]([CH2:23][N:27]([CH3:28])[CH3:26])[N:16]=2)=[CH:3][N:4]2[C:10]=1[C:9]1[CH:11]=[CH:12][CH:13]=[CH:14][C:8]=1[O:7][CH2:6][CH2:5]2. The yield is 0.140. (4) The yield is 0.860. The catalyst is CCOCC. The reactants are [C:1]([O:8][CH2:9][CH3:10])(=[O:7])[C:2]([O:4]CC)=O.[CH2:11]([Mg]Br)[CH3:12].C(=O)=O.CC(C)=O. The product is [O:4]=[C:2]([CH2:11][CH3:12])[C:1]([O:8][CH2:9][CH3:10])=[O:7].